Dataset: Full USPTO retrosynthesis dataset with 1.9M reactions from patents (1976-2016). Task: Predict the reactants needed to synthesize the given product. (1) Given the product [C:1]([O:5][C:6]([N:8]1[CH2:13][CH2:12][CH:11]([N:14]([CH2:15][C:16]2[S:20][C:19]([Cl:21])=[N:18][C:17]=2[Cl:22])[CH2:27][CH:28]([CH3:30])[CH3:29])[CH2:10][CH2:9]1)=[O:7])([CH3:4])([CH3:2])[CH3:3], predict the reactants needed to synthesize it. The reactants are: [C:1]([O:5][C:6]([N:8]1[CH2:13][CH2:12][CH:11]([NH:14][CH2:15][C:16]2[S:20][C:19]([Cl:21])=[N:18][C:17]=2[Cl:22])[CH2:10][CH2:9]1)=[O:7])([CH3:4])([CH3:3])[CH3:2].C(O)(=O)C.[CH:27](=O)[CH:28]([CH3:30])[CH3:29].C(O[BH-](OC(=O)C)OC(=O)C)(=O)C.[Na+].ClC1SC(CO)=C(Cl)N=1. (2) Given the product [F:18][C:17]1[CH:16]=[CH:15][C:14]([C:2]2[CH:3]=[CH:4][CH:5]=[C:6]([CH:8]=[O:9])[N:7]=2)=[CH:13][C:12]=1[C:10]#[N:11], predict the reactants needed to synthesize it. The reactants are: Br[C:2]1[N:7]=[C:6]([CH:8]=[O:9])[CH:5]=[CH:4][CH:3]=1.[C:10]([C:12]1[CH:13]=[C:14](B(O)O)[CH:15]=[CH:16][C:17]=1[F:18])#[N:11].C(=O)([O-])[O-].[Cs+].[Cs+]. (3) Given the product [F:34][C:22]([F:21])([F:33])[C:23]1[CH:24]=[C:25]([S:29]([N:9]2[CH2:10][CH2:11][CH2:12][C:7]3([C:2](=[O:13])[NH:3][CH2:4][CH2:5][CH2:6]3)[CH2:8]2)(=[O:30])=[O:31])[CH:26]=[CH:27][CH:28]=1, predict the reactants needed to synthesize it. The reactants are: Cl.[C:2]1(=[O:13])[C:7]2([CH2:12][CH2:11][CH2:10][NH:9][CH2:8]2)[CH2:6][CH2:5][CH2:4][NH:3]1.C(N(CC)CC)C.[F:21][C:22]([F:34])([F:33])[C:23]1[CH:24]=[C:25]([S:29](Cl)(=[O:31])=[O:30])[CH:26]=[CH:27][CH:28]=1. (4) Given the product [NH:1]([C:25]([O:27][C:28]([CH3:29])([CH3:30])[CH3:31])=[O:26])[C@H:2]([C:15]([NH:32][C@H:33]([C:35]([O:37][C:38]([CH3:41])([CH3:40])[CH3:39])=[O:36])[CH3:34])=[O:17])[CH2:3][CH2:4][C:5](=[O:14])[OH:6], predict the reactants needed to synthesize it. The reactants are: [NH:1]([C:25]([O:27][C:28]([CH3:31])([CH3:30])[CH3:29])=[O:26])[C@H:2]([C:15]([O:17]N1C(=O)CCC1=O)=O)[CH2:3][CH2:4][C:5](=[O:14])[O:6]CC1C=CC=CC=1.[NH2:32][C@H:33]([C:35]([O:37][C:38]([CH3:41])([CH3:40])[CH3:39])=[O:36])[CH3:34].Cl.C(N(CC)CC)C.